Dataset: Peptide-MHC class I binding affinity with 185,985 pairs from IEDB/IMGT. Task: Regression. Given a peptide amino acid sequence and an MHC pseudo amino acid sequence, predict their binding affinity value. This is MHC class I binding data. (1) The peptide sequence is FHGVAKNPV. The MHC is HLA-A69:01 with pseudo-sequence HLA-A69:01. The binding affinity (normalized) is 0.0847. (2) The peptide sequence is GLMWLSYFV. The MHC is HLA-B40:01 with pseudo-sequence HLA-B40:01. The binding affinity (normalized) is 0.0847. (3) The peptide sequence is YILQLIRHGR. The MHC is HLA-A31:01 with pseudo-sequence HLA-A31:01. The binding affinity (normalized) is 0.659. (4) The peptide sequence is FPVRPQVPT. The MHC is HLA-B35:01 with pseudo-sequence HLA-B35:01. The binding affinity (normalized) is 0.699. (5) The peptide sequence is TVYGLGADV. The MHC is HLA-A24:03 with pseudo-sequence HLA-A24:03. The binding affinity (normalized) is 0.0847. (6) The peptide sequence is YIFEPEKDIR. The MHC is HLA-A31:01 with pseudo-sequence HLA-A31:01. The binding affinity (normalized) is 0.